Task: Predict the reactants needed to synthesize the given product.. Dataset: Full USPTO retrosynthesis dataset with 1.9M reactions from patents (1976-2016) Given the product [Cl:4][C:5]1[CH:10]=[C:9]([NH:11][C:12](=[O:17])[C:13]([NH:2][NH2:3])=[O:14])[CH:8]=[CH:7][C:6]=1[C@H:18]1[CH2:23][CH2:22][C@H:21]([CH:24]([CH3:30])[C:25]([O:27][CH2:28][CH3:29])=[O:26])[CH2:20][CH2:19]1, predict the reactants needed to synthesize it. The reactants are: O.[NH2:2][NH2:3].[Cl:4][C:5]1[CH:10]=[C:9]([NH:11][C:12](=[O:17])[C:13](OC)=[O:14])[CH:8]=[CH:7][C:6]=1[CH:18]1[CH2:23][CH2:22][CH:21]([CH:24]([CH3:30])[C:25]([O:27][CH2:28][CH3:29])=[O:26])[CH2:20][CH2:19]1.